Task: Token-level Classification. Given an antibody amino acid sequence, predict which amino acid positions are active in antigen binding. Output is a list of indices for active paratope positions.. Dataset: Antibody paratope prediction from SAbDab with 1,023 antibody chains Given the antibody sequence: VQLVESGGGVVQPGRSLRLSCAASGFTFSTYAMHWVRQAPGKGLEWVAIISYDGSKKYYADSVKGRFTISRDNSKNTLYLQMNSLRAEDTAVYYCARASIAAARVLDYWGRGTMVTVSS, which amino acid positions are active in antigen binding (paratope)? The paratope positions are: [51, 82, 83, 84, 103, 104, 105].